From a dataset of Peptide-MHC class I binding affinity with 185,985 pairs from IEDB/IMGT. Regression. Given a peptide amino acid sequence and an MHC pseudo amino acid sequence, predict their binding affinity value. This is MHC class I binding data. (1) The peptide sequence is GPLEEELPRL. The MHC is Patr-A0701 with pseudo-sequence Patr-A0701. The binding affinity (normalized) is 0.0437. (2) The peptide sequence is VYFVLTDRF. The MHC is HLA-A02:06 with pseudo-sequence HLA-A02:06. The binding affinity (normalized) is 0.0847. (3) The MHC is HLA-B45:06 with pseudo-sequence HLA-B45:06. The peptide sequence is FMFDYIPPV. The binding affinity (normalized) is 0.213. (4) The peptide sequence is RNATIPLF. The MHC is Mamu-A02 with pseudo-sequence Mamu-A02. The binding affinity (normalized) is 0.214.